This data is from Forward reaction prediction with 1.9M reactions from USPTO patents (1976-2016). The task is: Predict the product of the given reaction. Given the reactants Cl[CH2:2][C:3]1[N:8]=[C:7]([CH2:9][C:10]([CH3:13])([CH3:12])[CH3:11])[C:6]([C:14]2[CH:19]=[C:18]([O:20][CH3:21])[CH:17]=[CH:16][C:15]=2[F:22])=[CH:5][CH:4]=1.[OH:23][C:24]1[CH:25]=[CH:26][C:27]([CH3:37])=[C:28]([CH2:30][CH2:31][C:32]([O:34][CH2:35][CH3:36])=[O:33])[CH:29]=1.C(=O)([O-])[O-].[Cs+].[Cs+].C(OCC)(=O)C, predict the reaction product. The product is: [CH3:11][C:10]([CH3:13])([CH3:12])[CH2:9][C:7]1[N:8]=[C:3]([CH2:2][O:23][C:24]2[CH:25]=[CH:26][C:27]([CH3:37])=[C:28]([CH2:30][CH2:31][C:32]([O:34][CH2:35][CH3:36])=[O:33])[CH:29]=2)[CH:4]=[CH:5][C:6]=1[C:14]1[CH:19]=[C:18]([O:20][CH3:21])[CH:17]=[CH:16][C:15]=1[F:22].